From a dataset of Reaction yield outcomes from USPTO patents with 853,638 reactions. Predict the reaction yield, written as a fraction of the theoretical maximum amount of product (1.0 means a 100% yield; for example, 0.34 means a 34% yield). The reactants are [NH2:1][C:2]1[CH:9]=[CH:8][C:5]([C:6]#[N:7])=[C:4]([C:10]([F:13])([F:12])[F:11])[CH:3]=1.[BH3-]C#N.[Na+].[C:18](O)([C:20]([F:23])([F:22])[F:21])=O.[H][H].O.FC(F)(F)C=O.C([O-])(O)=O.[Na+]. The catalyst is C(Cl)Cl. The product is [F:21][C:20]([F:23])([F:22])[CH2:18][NH:1][C:2]1[CH:9]=[CH:8][C:5]([C:6]#[N:7])=[C:4]([C:10]([F:11])([F:12])[F:13])[CH:3]=1. The yield is 0.950.